This data is from Catalyst prediction with 721,799 reactions and 888 catalyst types from USPTO. The task is: Predict which catalyst facilitates the given reaction. Reactant: [H-].[Na+].[CH:3]1[C:12]2[C:7](=[CH:8][CH:9]=[CH:10][CH:11]=2)[CH:6]=[C:5]([C:13]([O:15][CH3:16])=O)[N:4]=1.O[C:18]1[CH:23]=[CH:22][CH:21]=C[C:19]=1[C:24](=[O:26])[CH3:25].Cl. Product: [CH:3]1[C:12]2[C:7](=[CH:8][CH:9]=[CH:10][CH:11]=2)[CH:6]=[C:5]([C:13]2[O:15][C:16]3[C:19]([C:24](=[O:26])[CH:25]=2)=[CH:18][CH:23]=[CH:22][CH:21]=3)[N:4]=1. The catalyst class is: 17.